Dataset: Reaction yield outcomes from USPTO patents with 853,638 reactions. Task: Predict the reaction yield, written as a fraction of the theoretical maximum amount of product (1.0 means a 100% yield; for example, 0.34 means a 34% yield). The reactants are [F:1][C:2]([F:21])([F:20])[C:3]1[CH:8]=[CH:7][C:6]([C:9]2[CH:10]=[C:11]3[C:16](=[CH:17][CH:18]=2)[NH:15][C:14](=[O:19])[CH2:13][CH2:12]3)=[CH:5][CH:4]=1.C(=O)([O-])[O-].[K+].[K+].Br[CH2:29][C:30]([O:32][C:33]([CH3:36])([CH3:35])[CH3:34])=[O:31].O. The catalyst is CN(C)C=O. The product is [O:19]=[C:14]1[CH2:13][CH2:12][C:11]2[C:16](=[CH:17][CH:18]=[C:9]([C:6]3[CH:5]=[CH:4][C:3]([C:2]([F:1])([F:20])[F:21])=[CH:8][CH:7]=3)[CH:10]=2)[N:15]1[CH2:29][C:30]([O:32][C:33]([CH3:36])([CH3:35])[CH3:34])=[O:31]. The yield is 0.610.